Dataset: Reaction yield outcomes from USPTO patents with 853,638 reactions. Task: Predict the reaction yield, written as a fraction of the theoretical maximum amount of product (1.0 means a 100% yield; for example, 0.34 means a 34% yield). (1) The reactants are Br[C:2]1[CH:3]=[C:4]2[C:10]([C:11]3[CH:12]=[N:13][N:14]([CH2:16][C:17]4[CH:22]=[CH:21][CH:20]=[C:19]([F:23])[CH:18]=4)[CH:15]=3)=[CH:9][N:8]([S:24]([C:27]3[CH:33]=[CH:32][C:30]([CH3:31])=[CH:29][CH:28]=3)(=[O:26])=[O:25])[C:5]2=[N:6][CH:7]=1.[CH3:34][O:35][C:36]1[C:41]([NH:42][S:43]([CH3:46])(=[O:45])=[O:44])=[CH:40][C:39](B2OC(C)(C)C(C)(C)O2)=[CH:38][N:37]=1.C(=O)([O-])[O-].[Na+].[Na+]. The catalyst is COCCOC.O.Cl[Pd](Cl)([P](C1C=CC=CC=1)(C1C=CC=CC=1)C1C=CC=CC=1)[P](C1C=CC=CC=1)(C1C=CC=CC=1)C1C=CC=CC=1. The product is [F:23][C:19]1[CH:18]=[C:17]([CH:22]=[CH:21][CH:20]=1)[CH2:16][N:14]1[CH:15]=[C:11]([C:10]2[C:4]3[C:5](=[N:6][CH:7]=[C:2]([C:39]4[CH:40]=[C:41]([NH:42][S:43]([CH3:46])(=[O:44])=[O:45])[C:36]([O:35][CH3:34])=[N:37][CH:38]=4)[CH:3]=3)[N:8]([S:24]([C:27]3[CH:28]=[CH:29][C:30]([CH3:31])=[CH:32][CH:33]=3)(=[O:26])=[O:25])[CH:9]=2)[CH:12]=[N:13]1. The yield is 0.585. (2) The reactants are [OH-].[K+].[CH3:3][C:4]1[CH:9]=[C:8]([N:10]2[CH2:19][CH2:18][C:13]3([NH:16][C:15](=[O:17])[CH2:14]3)[CH2:12][CH2:11]2)[CH:7]=[CH:6][N:5]=1.[Cl:20][C:21]1[CH:22]=[C:23]2[C:28](=[CH:29][CH:30]=1)[CH:27]=[C:26]([S:31]([CH2:34][CH2:35][CH2:36]Cl)(=[O:33])=[O:32])[CH:25]=[CH:24]2. The catalyst is [Br-].C([N+](CCCC)(CCCC)CCCC)CCC.C1COCC1. The product is [Cl:20][C:21]1[CH:22]=[C:23]2[C:28](=[CH:29][CH:30]=1)[CH:27]=[C:26]([S:31]([CH2:34][CH2:35][CH2:36][N:16]1[C:13]3([CH2:12][CH2:11][N:10]([C:8]4[CH:7]=[CH:6][N:5]=[C:4]([CH3:3])[CH:9]=4)[CH2:19][CH2:18]3)[CH2:14][C:15]1=[O:17])(=[O:33])=[O:32])[CH:25]=[CH:24]2. The yield is 0.0700. (3) The reactants are Br[C:2]1[CH:7]=[CH:6][C:5]([F:8])=[CH:4][N:3]=1.[CH2:9]([C:13]1[S:14][C:15]2[CH:21]=[CH:20][CH:19]=[CH:18][C:16]=2[N:17]=1)[CH2:10][C:11]#[CH:12]. No catalyst specified. The product is [F:8][C:5]1[CH:6]=[CH:7][C:2]([C:12]#[C:11][CH2:10][CH2:9][C:13]2[S:14][C:15]3[CH:21]=[CH:20][CH:19]=[CH:18][C:16]=3[N:17]=2)=[N:3][CH:4]=1. The yield is 0.470. (4) The reactants are Cl[C:2]1[CH:3]=[C:4]([O:24][CH2:25][CH:26]([F:28])[F:27])[CH:5]=[C:6]2[C:10]=1[C:9](=[O:11])[N:8]([CH2:12][C:13]1[CH:18]=[CH:17][C:16]([O:19][C:20]([F:23])([F:22])[F:21])=[CH:15][CH:14]=1)[CH2:7]2.C[O-].[Na+].CO.[C:34](OCC)(=[O:36])C. The catalyst is CO.CCCCCC. The product is [F:28][CH:26]([F:27])[CH2:25][O:24][C:4]1[CH:5]=[C:6]2[C:10](=[C:2]([O:36][CH3:34])[CH:3]=1)[C:9](=[O:11])[N:8]([CH2:12][C:13]1[CH:18]=[CH:17][C:16]([O:19][C:20]([F:22])([F:21])[F:23])=[CH:15][CH:14]=1)[CH2:7]2. The yield is 0.510. (5) The reactants are [CH2:1]([O:3][C:4](=[O:25])[CH2:5][S:6][C:7]1[C:12]([C:13]#[N:14])=[C:11]([C:15]2[CH:20]=[CH:19][C:18]([Cl:21])=[C:17]([Cl:22])[CH:16]=2)[N:10]=[C:9]([S:23][CH3:24])[N:8]=1)[CH3:2].CCO.CCN(C(C)C)C(C)C. The catalyst is C1(C)C=CC=CC=1. The product is [CH2:1]([O:3][C:4]([C:5]1[S:6][C:7]2[N:8]=[C:9]([S:23][CH3:24])[N:10]=[C:11]([C:15]3[CH:20]=[CH:19][C:18]([Cl:21])=[C:17]([Cl:22])[CH:16]=3)[C:12]=2[C:13]=1[NH2:14])=[O:25])[CH3:2]. The yield is 0.930. (6) The reactants are Cl[C:2](Cl)([O:4]C(=O)OC(Cl)(Cl)Cl)Cl.[NH2:13][CH2:14][CH:15]([OH:32])[CH2:16][N:17]1[C:29]2[CH:28]=[CH:27][C:26]([Br:30])=[CH:25][C:24]=2[C:23]2[C:18]1=[CH:19][CH:20]=[C:21]([Br:31])[CH:22]=2.CCN(CC)CC.C(Cl)Cl.CCOC(C)=O. The catalyst is C(Cl)Cl. The product is [Br:31][C:21]1[CH:20]=[CH:19][C:18]2[N:17]([CH2:16][CH:15]3[O:32][C:2](=[O:4])[NH:13][CH2:14]3)[C:29]3[C:24]([C:23]=2[CH:22]=1)=[CH:25][C:26]([Br:30])=[CH:27][CH:28]=3. The yield is 0.200. (7) The reactants are [Br:1][C:2]1[CH:9]=[CH:8][C:5]([CH2:6][NH2:7])=[CH:4][CH:3]=1.CCN(C(C)C)C(C)C.[CH3:19][O:20][C:21]1[CH:26]=[CH:25][CH:24]=[CH:23][C:22]=1[S:27](Cl)(=[O:29])=[O:28]. The catalyst is CN(C1C=CN=CC=1)C.ClCCl. The product is [Br:1][C:2]1[CH:9]=[CH:8][C:5]([CH2:6][NH:7][S:27]([C:22]2[CH:23]=[CH:24][CH:25]=[CH:26][C:21]=2[O:20][CH3:19])(=[O:29])=[O:28])=[CH:4][CH:3]=1. The yield is 0.990. (8) The reactants are [Cl:1][C:2]1[C:10]2[N:9]=[C:8]3[N:11]([C:15]4[CH:20]=[CH:19][C:18]([Cl:21])=[CH:17][C:16]=4[Cl:22])[CH2:12][CH2:13][CH2:14][N:7]3[C:6]=2[C:5]([CH:23](O)[C:24]([F:27])([F:26])[F:25])=[CH:4][CH:3]=1.[N-:29]=[N+:30]=[N-:31].[Na+].O. The catalyst is CS(C)=O. The product is [N:29]([CH:23]([C:5]1[C:6]2[N:7]3[CH2:14][CH2:13][CH2:12][N:11]([C:15]4[CH:20]=[CH:19][C:18]([Cl:21])=[CH:17][C:16]=4[Cl:22])[C:8]3=[N:9][C:10]=2[C:2]([Cl:1])=[CH:3][CH:4]=1)[C:24]([F:27])([F:26])[F:25])=[N+:30]=[N-:31]. The yield is 0.980. (9) The reactants are [N:1]1[C:10]2[C:5](=[CH:6][CH:7]=[CH:8][CH:9]=2)[N:4]=[CH:3][C:2]=1[C:11]([O-:13])=O.[NH3:14].O. The catalyst is CO. The product is [N:1]1[C:10]2[C:5](=[CH:6][CH:7]=[CH:8][CH:9]=2)[N:4]=[CH:3][C:2]=1[C:11]([NH2:14])=[O:13]. The yield is 0.760.